This data is from Forward reaction prediction with 1.9M reactions from USPTO patents (1976-2016). The task is: Predict the product of the given reaction. (1) Given the reactants [Si]([O:8][C@H:9]1[CH2:14][CH2:13][C@H:12]([N:15]2[C:20](=[O:21])[C:19]([CH2:22][C:23]3[CH:28]=[CH:27][C:26]([C:29]4[C:30]([C:35]#[N:36])=[CH:31][CH:32]=[CH:33][CH:34]=4)=[CH:25][CH:24]=3)=[C:18]([CH2:37][CH2:38][CH3:39])[N:17]3[N:40]=[CH:41][C:42]([F:43])=[C:16]23)[CH2:11][CH2:10]1)(C(C)(C)C)(C)C.[F-].C([N+](CCCC)(CCCC)CCCC)CCC.[C:62]([O:65][CH2:66][CH3:67])(=[O:64])[CH3:63].[Cl-].[NH4+], predict the reaction product. The product is: [C:35]([C:30]1[CH:31]=[CH:32][CH:33]=[CH:34][C:29]=1[C:26]1[CH:27]=[CH:28][C:23]([CH2:22][C:19]2[C:20](=[O:21])[N:15]([C@H:12]3[CH2:11][CH2:10][C@H:9]([O:8][CH2:63][C:62]([O:65][CH2:66][CH3:67])=[O:64])[CH2:14][CH2:13]3)[C:16]3[N:17]([N:40]=[CH:41][C:42]=3[F:43])[C:18]=2[CH2:37][CH2:38][CH3:39])=[CH:24][CH:25]=1)#[N:36]. (2) The product is: [CH3:1][O:2][C:3]1[C:12]([O:13][CH3:14])=[N:11][C:10]2[C:9]([C:15]([Cl:24])=[O:16])=[C:8]([CH3:18])[C:7]([N+:19]([O-:21])=[O:20])=[CH:6][C:5]=2[N:4]=1. Given the reactants [CH3:1][O:2][C:3]1[C:12]([O:13][CH3:14])=[N:11][C:10]2[C:9]([C:15](O)=[O:16])=[C:8]([CH3:18])[C:7]([N+:19]([O-:21])=[O:20])=[CH:6][C:5]=2[N:4]=1.S(Cl)([Cl:24])=O, predict the reaction product. (3) The product is: [Cl:20][C:21]1[CH:26]=[C:25]([Cl:27])[CH:24]=[CH:23][C:22]=1[C:2]1[CH:3]=[CH:4][C:5]([CH2:18][CH3:19])=[C:6]([CH:8]2[C:14](=[O:15])[CH:13]3[CH2:16][CH:10]([CH2:11][CH2:12]3)[C:9]2=[O:17])[CH:7]=1. Given the reactants Br[C:2]1[CH:3]=[CH:4][C:5]([CH2:18][CH3:19])=[C:6]([CH:8]2[C:14](=[O:15])[CH:13]3[CH2:16][CH:10]([CH2:11][CH2:12]3)[C:9]2=[O:17])[CH:7]=1.[Cl:20][C:21]1[CH:26]=[C:25]([Cl:27])[CH:24]=[CH:23][C:22]=1B(O)O.[F-].[Cs+], predict the reaction product. (4) Given the reactants [CH3:1][N:2]1[C:6]([C@:7]23[O:13][C@H:12]2[CH2:11][CH2:10][CH2:9][CH2:8]3)=[CH:5][CH:4]=[N:3]1, predict the reaction product. The product is: [CH3:1][N:2]1[C:6]([C@H:7]2[CH2:8][CH2:9][CH2:10][CH2:11][C@@H:12]2[OH:13])=[CH:5][CH:4]=[N:3]1. (5) Given the reactants [NH2:1][C@H:2]([C:15]([NH:17][C:18]1[CH:19]=[N:20][N:21]([CH3:24])[C:22]=1[NH2:23])=[O:16])[CH2:3][CH2:4][CH2:5][CH2:6][NH:7][C:8](=[O:14])[O:9][C:10]([CH3:13])([CH3:12])[CH3:11].C(N(CC)CC)C.[C:32]([O:36][C:37]([NH:39][CH2:40][CH2:41][C:42](ON1C(=O)CCC1=O)=[O:43])=[O:38])([CH3:35])([CH3:34])[CH3:33], predict the reaction product. The product is: [NH2:23][C:22]1[N:21]([CH3:24])[N:20]=[CH:19][C:18]=1[NH:17][C:15](=[O:16])[C@@H:2]([NH:1][C:42](=[O:43])[CH2:41][CH2:40][NH:39][C:37]([O:36][C:32]([CH3:34])([CH3:33])[CH3:35])=[O:38])[CH2:3][CH2:4][CH2:5][CH2:6][NH:7][C:8](=[O:14])[O:9][C:10]([CH3:13])([CH3:12])[CH3:11]. (6) Given the reactants CC(OI1(OC(C)=O)(OC(C)=O)OC(=O)C2C=CC=CC1=2)=O.[OH:23][CH2:24][C:25]1[N:30]=[CH:29][C:28]([C:31]([O:33][CH3:34])=[O:32])=[CH:27][CH:26]=1, predict the reaction product. The product is: [CH:24]([C:25]1[N:30]=[CH:29][C:28]([C:31]([O:33][CH3:34])=[O:32])=[CH:27][CH:26]=1)=[O:23].